Dataset: Full USPTO retrosynthesis dataset with 1.9M reactions from patents (1976-2016). Task: Predict the reactants needed to synthesize the given product. (1) The reactants are: Br[C:2]1[O:10][C:9]2[CH:8]=[CH:7][N:6]([C:11]3[CH:23]=[CH:22][C:14]([O:15][CH2:16][C:17]4([C:20]#[N:21])[CH2:19][CH2:18]4)=[C:13]([O:24][CH3:25])[CH:12]=3)[C:5](=[O:26])[C:4]=2[CH:3]=1.[Cl:27][C:28]1[CH:29]=[CH:30][C:31]([B-]23OCC(C)(CO2)CO3)=[N:32][CH:33]=1.[Li+]. Given the product [Cl:27][C:28]1[CH:29]=[CH:30][C:31]([C:2]2[O:10][C:9]3[CH:8]=[CH:7][N:6]([C:11]4[CH:23]=[CH:22][C:14]([O:15][CH2:16][C:17]5([C:20]#[N:21])[CH2:18][CH2:19]5)=[C:13]([O:24][CH3:25])[CH:12]=4)[C:5](=[O:26])[C:4]=3[CH:3]=2)=[N:32][CH:33]=1, predict the reactants needed to synthesize it. (2) Given the product [CH2:1]([N:8]1[CH:12]=[CH:11][C:10]([C:21]2[CH:22]=[C:23]([Cl:28])[CH:24]=[C:25]([Cl:27])[CH:26]=2)([C:17]([F:20])([F:19])[F:18])[CH2:9]1)[C:2]1[CH:7]=[CH:6][CH:5]=[CH:4][CH:3]=1, predict the reactants needed to synthesize it. The reactants are: [CH2:1]([N:8]1[CH2:12][CH:11](S(C)(=O)=O)[C:10]([C:21]2[CH:26]=[C:25]([Cl:27])[CH:24]=[C:23]([Cl:28])[CH:22]=2)([C:17]([F:20])([F:19])[F:18])[CH2:9]1)[C:2]1[CH:7]=[CH:6][CH:5]=[CH:4][CH:3]=1.C(=O)([O-])[O-].[Na+].[Na+].O. (3) Given the product [CH2:1]([O:3][C:4](=[O:24])[CH2:5][C:6]1[CH:11]=[CH:10][C:9]([O:12][CH3:13])=[C:8]([O:14][C:15]2[CH:20]=[CH:19][C:18]([Cl:21])=[CH:17][C:16]=2[CH2:22][N:27]2[CH2:28][CH2:29][O:25][C:26]2=[O:33])[CH:7]=1)[CH3:2], predict the reactants needed to synthesize it. The reactants are: [CH2:1]([O:3][C:4](=[O:24])[CH2:5][C:6]1[CH:11]=[CH:10][C:9]([O:12][CH3:13])=[C:8]([O:14][C:15]2[CH:20]=[CH:19][C:18]([Cl:21])=[CH:17][C:16]=2[CH2:22]Br)[CH:7]=1)[CH3:2].[O:25]1[CH2:29][C:28](=O)[N:27]=[C-:26]1.[H-].[Na+].[O:33]1CCOCC1. (4) Given the product [C:1]([O:5][C:6]([N:8]([CH2:10][CH2:11][CH:12]=[CH2:13])[NH:9][C:22]([O:21][CH2:14][C:15]1[CH:20]=[CH:19][CH:18]=[CH:17][CH:16]=1)=[O:23])=[O:7])([CH3:4])([CH3:3])[CH3:2], predict the reactants needed to synthesize it. The reactants are: [C:1]([O:5][C:6]([N:8]([CH2:10][CH2:11][CH:12]=[CH2:13])[NH2:9])=[O:7])([CH3:4])([CH3:3])[CH3:2].[CH2:14]([O:21][C:22](Cl)=[O:23])[C:15]1[CH:20]=[CH:19][CH:18]=[CH:17][CH:16]=1.CCN(C(C)C)C(C)C.